Dataset: Forward reaction prediction with 1.9M reactions from USPTO patents (1976-2016). Task: Predict the product of the given reaction. (1) Given the reactants [NH:1]1[CH:5]=[C:4]([C:6]2[CH:22]=[CH:21][C:9]3[C:10]4[N:11]=[C:12]([C:18]([OH:20])=O)[S:13][C:14]=4[CH2:15][CH2:16][O:17][C:8]=3[CH:7]=2)[CH:3]=[N:2]1.[CH3:23][O:24][CH2:25][CH:26]1[CH2:31][CH2:30][NH:29][CH2:28][CH2:27]1, predict the reaction product. The product is: [CH3:23][O:24][CH2:25][CH:26]1[CH2:31][CH2:30][N:29]([C:18]([C:12]2[S:13][C:14]3[CH2:15][CH2:16][O:17][C:8]4[CH:7]=[C:6]([C:4]5[CH:3]=[N:2][NH:1][CH:5]=5)[CH:22]=[CH:21][C:9]=4[C:10]=3[N:11]=2)=[O:20])[CH2:28][CH2:27]1. (2) Given the reactants [CH3:1][C:2]1[NH:6][N:5]=[C:4]([C:7]2[O:11][N:10]=[C:9]([C:12]3[CH:17]=[CH:16][C:15]([O:18][C:19]([F:22])([F:21])[F:20])=[CH:14][CH:13]=3)[N:8]=2)[N:3]=1.C([O-])([O-])=O.[Cs+].[Cs+].Cl[CH2:30][C:31]1[N:32]=[C:33]2[CH:38]=[CH:37][CH:36]=[CH:35][N:34]2[CH:39]=1, predict the reaction product. The product is: [N:32]1[C:31]([CH2:30][N:6]2[C:2]([CH3:1])=[N:3][C:4]([C:7]3[O:11][N:10]=[C:9]([C:12]4[CH:13]=[CH:14][C:15]([O:18][C:19]([F:22])([F:20])[F:21])=[CH:16][CH:17]=4)[N:8]=3)=[N:5]2)=[CH:39][N:34]2[CH:35]=[CH:36][CH:37]=[CH:38][C:33]=12. (3) The product is: [O:1]=[C:2]1[N:6]([C:7]2[CH:12]=[CH:11][CH:10]=[CH:9][CH:8]=2)[NH:5][C:4]([C:13]([OH:15])=[O:14])=[CH:3]1. Given the reactants [O:1]=[C:2]1[N:6]([C:7]2[CH:12]=[CH:11][CH:10]=[CH:9][CH:8]=2)[NH:5][C:4]([C:13]([O:15]C)=[O:14])=[CH:3]1.Cl, predict the reaction product. (4) Given the reactants Cl[C:2]1[N:7]=[C:6](Cl)[C:5]([F:9])=[CH:4][N:3]=1.[CH2:10]([O:12][C:13]([C:15]1[NH:16][C:17]2[C:22]([CH:23]=1)=[CH:21][C:20]([NH2:24])=[CH:19][CH:18]=2)=[O:14])[CH3:11], predict the reaction product. The product is: [CH2:10]([O:12][C:13]([C:15]1[NH:16][C:17]2[C:22]([CH:23]=1)=[CH:21][C:20]([NH:24][C:2]1[N:7]=[C:6]([NH:24][C:20]3[CH:21]=[C:22]4[C:17](=[CH:18][CH:19]=3)[NH:16][C:15]([C:13]([O:12][CH2:10][CH3:11])=[O:14])=[CH:23]4)[C:5]([F:9])=[CH:4][N:3]=1)=[CH:19][CH:18]=2)=[O:14])[CH3:11]. (5) Given the reactants [F:1][C:2]([F:14])([F:13])[C:3]1[CH:4]=[C:5]2[C:9](=[CH:10][CH:11]=1)[NH:8][N:7]=[C:6]2[NH2:12].[C:15]([O:19][CH2:20][CH3:21])(=[O:18])[CH:16]=O.C([BH3-])#N.[Na+], predict the reaction product. The product is: [F:14][C:2]([F:1])([F:13])[C:3]1[CH:4]=[C:5]2[C:9](=[CH:10][CH:11]=1)[NH:8][N:7]=[C:6]2[NH:12][CH2:16][C:15]([O:19][CH2:20][CH3:21])=[O:18]. (6) Given the reactants Br[C:2]1[C:3]([C:7]([OH:9])=[O:8])=[CH:4][S:5][CH:6]=1.[CH2:10]([N:14]([CH2:40][CH:41]([CH3:43])[CH3:42])[C:15]1[CH:20]=[CH:19][C:18](B2OCC(C)(C)CO2)=[CH:17][C:16]=1[NH:29][C:30]([NH:32][C:33]1[CH:38]=[CH:37][C:36]([CH3:39])=[CH:35][CH:34]=1)=[O:31])[CH:11]([CH3:13])[CH3:12].C(=O)([O-])[O-].[K+].[K+].CC(O)=O, predict the reaction product. The product is: [CH2:10]([N:14]([CH2:40][CH:41]([CH3:43])[CH3:42])[C:15]1[CH:20]=[CH:19][C:18]([C:2]2[C:3]([C:7]([OH:9])=[O:8])=[CH:4][S:5][CH:6]=2)=[CH:17][C:16]=1[NH:29][C:30]([NH:32][C:33]1[CH:38]=[CH:37][C:36]([CH3:39])=[CH:35][CH:34]=1)=[O:31])[CH:11]([CH3:13])[CH3:12].